The task is: Predict which catalyst facilitates the given reaction.. This data is from Catalyst prediction with 721,799 reactions and 888 catalyst types from USPTO. Reactant: [Br:1][C:2]1[CH:7]=[CH:6][C:5]([CH:8]([C:10]2[CH:15]=[CH:14][C:13]([Br:16])=[CH:12][CH:11]=2)O)=[CH:4][CH:3]=1.[BH4-].[Na+].O.[OH-].[Na+]. Product: [Br:1][C:2]1[CH:3]=[CH:4][C:5]([CH2:8][C:10]2[CH:15]=[CH:14][C:13]([Br:16])=[CH:12][CH:11]=2)=[CH:6][CH:7]=1. The catalyst class is: 67.